Dataset: Catalyst prediction with 721,799 reactions and 888 catalyst types from USPTO. Task: Predict which catalyst facilitates the given reaction. (1) Reactant: [NH2:1][C:2]1[CH:15]=[C:14]([O:16][CH3:17])[CH:13]=[CH:12][C:3]=1[C:4]([C:6]1C=CC=CC=1)=[O:5].[CH:18]([C:21]1[N:22]=[C:23]([C:26](O)=[O:27])[S:24][CH:25]=1)(C)C.O=P(Cl)(Cl)Cl. Product: [C:4]([C:3]1[CH:12]=[CH:13][C:14]([O:16][CH3:17])=[CH:15][C:2]=1[NH:1][C:26]([C:23]1[S:24][CH:25]=[C:21]([CH3:18])[N:22]=1)=[O:27])(=[O:5])[CH3:6]. The catalyst class is: 17. (2) Reactant: Br[C:2]1[CH:3]=[C:4]([CH2:8][C:9]([O:11][CH3:12])=[O:10])[CH:5]=[CH:6][CH:7]=1.CC1(C)C(C)(C)OB([C:21]2[CH2:26][CH2:25][N:24]([C:27]([O:29][C:30]([CH3:33])([CH3:32])[CH3:31])=[O:28])[CH2:23][CH:22]=2)O1.C([O-])([O-])=O.[K+].[K+]. Product: [CH3:12][O:11][C:9](=[O:10])[CH2:8][C:4]1[CH:3]=[C:2]([C:21]2[CH2:26][CH2:25][N:24]([C:27]([O:29][C:30]([CH3:33])([CH3:32])[CH3:31])=[O:28])[CH2:23][CH:22]=2)[CH:7]=[CH:6][CH:5]=1. The catalyst class is: 151. (3) Reactant: [CH:1]([C:4]1[N:5]=[C:6]([CH2:9][CH2:10][C:11]2[CH:35]=[CH:34][N:14]3[C:15](=[O:33])[C:16](/[CH:25]=[C:26](\[CH3:32])/[C:27]([O:29]CC)=[O:28])=[C:17]([N:19]4[CH2:24][CH2:23][O:22][CH2:21][CH2:20]4)[N:18]=[C:13]3[CH:12]=2)[S:7][CH:8]=1)([CH3:3])[CH3:2].[OH-].[Li+]. The catalyst class is: 193. Product: [CH:1]([C:4]1[N:5]=[C:6]([CH2:9][CH2:10][C:11]2[CH:35]=[CH:34][N:14]3[C:15](=[O:33])[C:16](/[CH:25]=[C:26](\[CH3:32])/[C:27]([OH:29])=[O:28])=[C:17]([N:19]4[CH2:24][CH2:23][O:22][CH2:21][CH2:20]4)[N:18]=[C:13]3[CH:12]=2)[S:7][CH:8]=1)([CH3:3])[CH3:2]. (4) Reactant: [N:1]1[CH:6]=[CH:5][CH:4]=[C:3]([C:7](=[S:9])[NH2:8])[CH:2]=1.N1C=CC=CC=1.Br[CH:17]([CH2:22][CH3:23])[C:18](OC)=[O:19].[H-].[Na+].[F:26][C:27]([F:46])([F:45])[S:28](N([S:28]([C:27]([F:46])([F:45])[F:26])(=[O:30])=[O:29])C1C=CC=CC=1)(=[O:30])=[O:29]. Product: [CH2:22]([C:17]1[S:9][C:7]([C:3]2[CH:2]=[N:1][CH:6]=[CH:5][CH:4]=2)=[N:8][C:18]=1[O:19][S:28]([C:27]([F:46])([F:45])[F:26])(=[O:30])=[O:29])[CH3:23]. The catalyst class is: 14. (5) Reactant: [N+:1]([C:4]1[CH:9]=[CH:8][C:7]([O:10][CH3:11])=[CH:6][C:5]=1[O:12][CH:13]([CH3:15])[CH3:14])([O-])=O.[H][H]. Product: [CH3:11][O:10][C:7]1[CH:8]=[CH:9][C:4]([NH2:1])=[C:5]([O:12][CH:13]([CH3:15])[CH3:14])[CH:6]=1. The catalyst class is: 663.